From a dataset of Full USPTO retrosynthesis dataset with 1.9M reactions from patents (1976-2016). Predict the reactants needed to synthesize the given product. (1) The reactants are: [CH3:1][S:2]([NH:5][C:6]1[CH:21]=[CH:20][C:9]2[NH:10][C:11]([CH2:16][C:17]([OH:19])=O)=[N:12][S:13](=[O:15])(=[O:14])[C:8]=2[CH:7]=1)(=[O:4])=[O:3].[CH3:22][O:23][C:24]([CH:26]1[CH2:30][CH2:29][CH2:28][N:27]1[NH:31][CH2:32][C:33]1[CH:38]=[CH:37][C:36]([F:39])=[CH:35][CH:34]=1)=[O:25].C1(N=C=NC2CCCCC2)CCCCC1.ClCCl. Given the product [CH3:22][O:23][C:24]([CH:26]1[CH2:30][CH2:29][CH2:28][N:27]1[N:31]([CH2:32][C:33]1[CH:34]=[CH:35][C:36]([F:39])=[CH:37][CH:38]=1)[C:17](=[O:19])[CH2:16][C:11]1[NH:10][C:9]2[CH:20]=[CH:21][C:6]([NH:5][S:2]([CH3:1])(=[O:3])=[O:4])=[CH:7][C:8]=2[S:13](=[O:14])(=[O:15])[N:12]=1)=[O:25], predict the reactants needed to synthesize it. (2) Given the product [C:35]([N:32]1[CH2:33][CH2:34][CH:29]([NH:28][C:19]([C:16]2[C:12]3[N:13]=[CH:14][N:15]=[C:10]([C:8]4[CH:9]=[C:4]([C:1](=[O:3])[CH3:2])[C:5]([CH3:27])=[CH:6][C:7]=4[O:22][CH2:23][CH:24]4[CH2:25][CH2:26]4)[C:11]=3[NH:18][CH:17]=2)=[O:21])[CH2:30][CH2:31]1)(=[O:37])[CH3:36], predict the reactants needed to synthesize it. The reactants are: [C:1]([C:4]1[C:5]([CH3:27])=[CH:6][C:7]([O:22][CH2:23][CH:24]2[CH2:26][CH2:25]2)=[C:8]([C:10]2[C:11]3[NH:18][CH:17]=[C:16]([C:19]([OH:21])=O)[C:12]=3[N:13]=[CH:14][N:15]=2)[CH:9]=1)(=[O:3])[CH3:2].[NH2:28][CH:29]1[CH2:34][CH2:33][N:32]([C:35](=[O:37])[CH3:36])[CH2:31][CH2:30]1. (3) Given the product [C:1]([O:5][C:6]([N:8]([CH2:28][C:29]1[N:30]=[C:31]([C:35]2[CH:36]=[CH:37][CH:38]=[CH:39][CH:40]=2)[O:32][C:33]=1[CH3:34])[C:9]1[CH:27]=[CH:26][C:12]([CH2:13][O:14][C:15]2[CH:20]=[CH:19][CH:18]=[CH:17][C:16]=2[CH2:21][C:22]([OH:24])=[O:23])=[CH:11][CH:10]=1)=[O:7])([CH3:4])([CH3:2])[CH3:3], predict the reactants needed to synthesize it. The reactants are: [C:1]([O:5][C:6]([N:8]([CH2:28][C:29]1[N:30]=[C:31]([C:35]2[CH:40]=[CH:39][CH:38]=[CH:37][CH:36]=2)[O:32][C:33]=1[CH3:34])[C:9]1[CH:27]=[CH:26][C:12]([CH2:13][O:14][C:15]2[CH:20]=[CH:19][CH:18]=[CH:17][C:16]=2[CH2:21][C:22]([O:24]C)=[O:23])=[CH:11][CH:10]=1)=[O:7])([CH3:4])([CH3:3])[CH3:2].O1CCCC1.[OH-].[Na+].Cl. (4) Given the product [NH2:11][C:6]1[CH:7]=[CH:8][CH:9]=[C:10]2[C:5]=1[CH2:4][C:3](=[O:14])[N:2]2[CH3:1], predict the reactants needed to synthesize it. The reactants are: [CH3:1][N:2]1[C:10]2[C:5](=[C:6]([N+:11]([O-])=O)[CH:7]=[CH:8][CH:9]=2)[CH2:4][C:3]1=[O:14].[H][H]. (5) Given the product [Cl:1][C:2]1[C:7]([C:8]2[CH:9]=[N:10][CH:11]=[C:12]([CH:18]=2)[C:13]([N:15]([CH3:16])[CH3:17])=[O:14])=[CH:6][N:5]=[C:4]2[N:19]([CH2:22][O:23][CH2:24][CH2:25][Si:26]([CH3:27])([CH3:29])[CH3:28])[CH:20]=[C:21]([I:30])[C:3]=12, predict the reactants needed to synthesize it. The reactants are: [Cl:1][C:2]1[C:7]([C:8]2[CH:9]=[N:10][CH:11]=[C:12]([CH:18]=2)[C:13]([N:15]([CH3:17])[CH3:16])=[O:14])=[CH:6][N:5]=[C:4]2[N:19]([CH2:22][O:23][CH2:24][CH2:25][Si:26]([CH3:29])([CH3:28])[CH3:27])[CH:20]=[CH:21][C:3]=12.[I:30]N1C(=O)CCC1=O.S([O-])([O-])(=O)=S.[Na+].[Na+]. (6) The reactants are: [C:1]([O:5][CH2:6][CH3:7])(=[O:4])[CH:2]=[O:3].[H-].[Na+].[CH3:10][O:11][C:12](=[O:23])[C:13]1[CH:18]=[C:17]([N+:19]([O-:21])=[O:20])[C:16](Cl)=[N:15][CH:14]=1. Given the product [CH3:10][O:11][C:12](=[O:23])[C:13]1[CH:18]=[C:17]([N+:19]([O-:21])=[O:20])[C:16]([O:3][CH2:2][C:1]([O:5][CH2:6][CH3:7])=[O:4])=[N:15][CH:14]=1, predict the reactants needed to synthesize it. (7) Given the product [CH2:1]([O:8][C:9]1[C:13]([O:14][CH2:15][C:16]2[CH:21]=[CH:20][CH:19]=[CH:18][CH:17]=2)=[C:12]([C:22]([OH:24])=[O:23])[N:11]([C:27]2[CH:28]=[CH:29][C:30]([O:33][CH3:34])=[CH:31][CH:32]=2)[C:10]=1[C:35]([OH:37])=[O:36])[C:2]1[CH:3]=[CH:4][CH:5]=[CH:6][CH:7]=1, predict the reactants needed to synthesize it. The reactants are: [CH2:1]([O:8][C:9]1[C:13]([O:14][CH2:15][C:16]2[CH:21]=[CH:20][CH:19]=[CH:18][CH:17]=2)=[C:12]([C:22]([O:24]CC)=[O:23])[N:11]([C:27]2[CH:32]=[CH:31][C:30]([O:33][CH3:34])=[CH:29][CH:28]=2)[C:10]=1[C:35]([O:37]CC)=[O:36])[C:2]1[CH:7]=[CH:6][CH:5]=[CH:4][CH:3]=1.[OH-].[Na+].C1COCC1.Cl. (8) Given the product [F:26][C:25]([F:28])([F:27])[C:20]([C:17]1[CH:18]=[CH:19][C:14]([OH:13])=[C:15]([CH2:30][CH2:31][CH3:32])[CH:16]=1)([O:29][CH2:33][O:34][CH3:35])[C:21]([F:23])([F:24])[F:22], predict the reactants needed to synthesize it. The reactants are: C(N(CC)C(C)C)(C)C.C([O:13][C:14]1[CH:19]=[CH:18][C:17]([C:20]([OH:29])([C:25]([F:28])([F:27])[F:26])[C:21]([F:24])([F:23])[F:22])=[CH:16][C:15]=1[CH2:30][CH2:31][CH3:32])(=O)C.[CH3:33][O:34][CH2:35]Cl.C(=O)([O-])[O-].[K+].[K+]. (9) Given the product [CH:10]([C:8]1[N:9]=[C:5]([NH:4][C:1](=[O:3])[CH3:2])[S:6][C:7]=1[C:14]1[CH:19]=[CH:18][CH:17]=[CH:16][CH:15]=1)=[O:11], predict the reactants needed to synthesize it. The reactants are: [C:1]([NH:4][C:5]1[S:6][C:7]([C:14]2[CH:19]=[CH:18][CH:17]=[CH:16][CH:15]=2)=[C:8]([C:10](OC)=[O:11])[N:9]=1)(=[O:3])[CH3:2].[H-].[Al+3].[Li+].[H-].[H-].[H-]. (10) Given the product [F:21][C:22]1[CH:23]=[C:24]([CH:35]=[C:36]([F:38])[CH:37]=1)[CH2:25][NH:26][C:27](=[O:34])[CH:28]([CH2:32][CH3:33])[C:29]([NH:1][CH:2]1[C:3](=[O:20])[N:4]([CH3:19])[C:5]2[CH:18]=[CH:17][CH:16]=[CH:15][C:6]=2[C:7]([C:9]2[CH:14]=[CH:13][CH:12]=[CH:11][CH:10]=2)=[N:8]1)=[O:30], predict the reactants needed to synthesize it. The reactants are: [NH2:1][CH:2]1[N:8]=[C:7]([C:9]2[CH:14]=[CH:13][CH:12]=[CH:11][CH:10]=2)[C:6]2[CH:15]=[CH:16][CH:17]=[CH:18][C:5]=2[N:4]([CH3:19])[C:3]1=[O:20].[F:21][C:22]1[CH:23]=[C:24]([CH:35]=[C:36]([F:38])[CH:37]=1)[CH2:25][NH:26][C:27](=[O:34])[CH:28]([CH2:32][CH3:33])[C:29](O)=[O:30].